The task is: Predict the reactants needed to synthesize the given product.. This data is from Full USPTO retrosynthesis dataset with 1.9M reactions from patents (1976-2016). (1) The reactants are: Cl[C:2]([O:4][CH3:5])=[O:3].C(Cl)Cl.Cl.[CH2:10]([O:17][C:18]([C:20]1([NH:26][C:27]([O:29][CH:30]2[CH2:35][CH2:34][NH:33][CH2:32][CH2:31]2)=[O:28])[CH2:25][CH2:24][CH2:23][CH2:22][CH2:21]1)=[O:19])[C:11]1[CH:16]=[CH:15][CH:14]=[CH:13][CH:12]=1.C(N(CC)CC)C. Given the product [CH2:10]([O:17][C:18]([C:20]1([NH:26][C:27]([O:29][CH:30]2[CH2:31][CH2:32][N:33]([C:2]([O:4][CH3:5])=[O:3])[CH2:34][CH2:35]2)=[O:28])[CH2:21][CH2:22][CH2:23][CH2:24][CH2:25]1)=[O:19])[C:11]1[CH:12]=[CH:13][CH:14]=[CH:15][CH:16]=1, predict the reactants needed to synthesize it. (2) Given the product [NH2:29][C:30]1[C:31]2[C:38]([C:8]([C:7]3[CH:11]=[CH:12][C:4]([NH2:1])=[CH:5][CH:6]=3)=[O:9])=[CH:37][N:36]([CH:48]3[CH2:52][CH2:51][CH2:50][CH2:49]3)[C:32]=2[N:33]=[CH:34][N:35]=1, predict the reactants needed to synthesize it. The reactants are: [N+:1]([C:4]1[CH:12]=[CH:11][C:7]([C:8](Cl)=[O:9])=[CH:6][CH:5]=1)([O-])=O.BrC1C2C(Cl)=NC=NC=2N(C2CCCC2)C=1.[NH2:29][C:30]1[C:31]2[C:38](C(C3C=CC=C(N)C=3)=O)=[CH:37][N:36]([CH:48]3[CH2:52][CH2:51][CH2:50][CH2:49]3)[C:32]=2[N:33]=[CH:34][N:35]=1. (3) Given the product [Br:2][C:3]1[CH:10]=[CH:9][CH:8]=[CH:7][C:4]=1[CH2:5][NH:6][C:11](=[O:12])[O:13][C:14]([CH3:17])([CH3:16])[CH3:15], predict the reactants needed to synthesize it. The reactants are: Cl.[Br:2][C:3]1[CH:10]=[CH:9][CH:8]=[CH:7][C:4]=1[CH2:5][NH2:6].[C:11](OC([O-])=O)([O:13][C:14]([CH3:17])([CH3:16])[CH3:15])=[O:12]. (4) Given the product [O:27]=[C:20]([NH:6][C:5]1[CH:7]=[CH:8][CH:9]=[C:3]([C:2]([F:10])([F:11])[F:1])[CH:4]=1)[CH2:21][C:22]([O:24][CH2:25][CH3:26])=[O:23], predict the reactants needed to synthesize it. The reactants are: [F:1][C:2]([F:11])([F:10])[C:3]1[CH:4]=[C:5]([CH:7]=[CH:8][CH:9]=1)[NH2:6].C(N(CC)CC)C.Cl[C:20](=[O:27])[CH2:21][C:22]([O:24][CH2:25][CH3:26])=[O:23]. (5) Given the product [C:19]1([CH2:18][CH2:17][CH2:16][CH2:15][CH:4]([CH2:5][CH2:6][C:7]2[CH:8]=[CH:9][CH:10]=[CH:11][CH:12]=2)[C:3]([O:2][CH3:1])=[O:13])[CH:24]=[CH:23][CH:22]=[CH:21][CH:20]=1, predict the reactants needed to synthesize it. The reactants are: [CH3:1][O:2][C:3](=[O:13])[CH2:4][CH2:5][CH2:6][C:7]1[CH:12]=[CH:11][CH:10]=[CH:9][CH:8]=1.I[CH2:15][CH2:16][CH2:17][CH2:18][C:19]1[CH:24]=[CH:23][CH:22]=[CH:21][CH:20]=1. (6) Given the product [C:92]([C:94]1[C:98](=[C:99]([C:100]#[N:101])[C:102]#[N:103])[N:97]([CH2:104][CH2:105][CH2:106][CH2:107][CH2:108][CH3:109])[C:17](=[O:20])[C:95]=1[C:4]1[CH:3]=[CH:2][C:1]([N:7]([CH2:24][CH:25]([CH2:26][CH3:27])[CH2:28][CH2:29][CH2:30][CH3:31])[CH2:8][CH2:9][CH2:10][CH2:11][CH2:12][C:13]([OH:15])=[O:14])=[CH:6][CH:5]=1)#[N:93], predict the reactants needed to synthesize it. The reactants are: [C:1]1([NH:7][CH2:8][CH2:9][CH2:10][CH2:11][CH2:12][C:13]([O:15]C)=[O:14])[CH:6]=[CH:5][CH:4]=[CH:3][CH:2]=1.[C:17](=[O:20])([O-])[O-].[K+].[K+].Br[CH2:24][CH:25]([CH2:28][CH2:29][CH2:30][CH3:31])[CH2:26][CH3:27].C(OCCCCCCN(CC(CC)CCCC)C1C=CC=CC=1)(=O)C.C(OC(=O)C)(=O)C.[Na].[Na].C(C1C(=C(C#N)C#N)NC(=O)C=1O)#N.O=P(Cl)(Cl)Cl.BrCCCCCC.[C:92]([C:94]1[C:98](=[C:99]([C:102]#[N:103])[C:100]#[N:101])[N:97]([CH2:104][CH2:105][CH2:106][CH2:107][CH2:108][CH3:109])C(=O)[C:95]=1C1C=CC(N(CC(CC)CCCC)CCCCCC(OC)=O)=CC=1)#[N:93].Cl.